This data is from Reaction yield outcomes from USPTO patents with 853,638 reactions. The task is: Predict the reaction yield, written as a fraction of the theoretical maximum amount of product (1.0 means a 100% yield; for example, 0.34 means a 34% yield). (1) The reactants are [CH2:1]([N:6]1[C:14]2[C:9](=[CH:10][CH:11]=[CH:12][CH:13]=2)[C:8]2([C:18]3[CH:19]=[N:20][CH:21]=[CH:22][C:17]=3[O:16][CH2:15]2)[C:7]1=[O:23])[CH2:2][CH2:3][CH2:4][CH3:5].ClC1C=C(C=CC=1)C(OO)=[O:29].C(=O)(O)[O-].[Na+]. The catalyst is ClCCl. The product is [CH2:1]([N:6]1[C:14]2[C:9](=[CH:10][CH:11]=[CH:12][CH:13]=2)[C:8]2([C:18]3[CH:19]=[N+:20]([O-:29])[CH:21]=[CH:22][C:17]=3[O:16][CH2:15]2)[C:7]1=[O:23])[CH2:2][CH2:3][CH2:4][CH3:5]. The yield is 0.850. (2) The reactants are [BH4-].[Na+].[O:3]=[C:4]1[CH:9]2[CH2:10][CH:6]([CH2:7][CH:8]2[NH:11][C:12](=[O:21])[O:13][CH2:14][C:15]2[CH:20]=[CH:19][CH:18]=[CH:17][CH:16]=2)[O:5]1.[Cl-].[Cl-].[Ca+2].Cl. The catalyst is C(O)C. The product is [OH:5][CH:6]1[CH2:7][CH:8]([NH:11][C:12](=[O:21])[O:13][CH2:14][C:15]2[CH:20]=[CH:19][CH:18]=[CH:17][CH:16]=2)[CH:9]([CH2:4][OH:3])[CH2:10]1. The yield is 0.750. (3) The reactants are F[C:2]1[CH:7]=[C:6]([F:8])[CH:5]=[CH:4][C:3]=1[N+:9]([O-:11])=[O:10].[CH3:12][C:13]1[N:14]=[CH:15][NH:16][CH:17]=1.C(=O)([O-])[O-].[K+].[K+]. The catalyst is ClCCl. The product is [F:8][C:6]1[CH:5]=[CH:4][C:3]([N+:9]([O-:11])=[O:10])=[C:2]([N:16]2[CH:17]=[C:13]([CH3:12])[N:14]=[CH:15]2)[CH:7]=1. The yield is 0.500. (4) The reactants are [C:1]([O:5][C:6]([N:8]([CH2:19][C:20]1[CH:25]=[CH:24][CH:23]=[CH:22][CH:21]=1)[C@H:9]([CH2:17][OH:18])[CH2:10][C:11]1[CH:16]=[CH:15][CH:14]=[CH:13][CH:12]=1)=[O:7])([CH3:4])([CH3:3])[CH3:2].C(N(CC)CC)C.O. The catalyst is CS(C)=O. The product is [C:1]([O:5][C:6]([N:8]([CH2:19][C:20]1[CH:21]=[CH:22][CH:23]=[CH:24][CH:25]=1)[C@H:9]([CH:17]=[O:18])[CH2:10][C:11]1[CH:12]=[CH:13][CH:14]=[CH:15][CH:16]=1)=[O:7])([CH3:4])([CH3:2])[CH3:3]. The yield is 1.00. (5) The reactants are B([O-])([O-])[O-].[Si+4].B([O-])([O-])[O-].B([O-])([O-])[O-].B([O-])([O-])[O-].[Si+4].[Si+4].[F:20][C:21]([F:50])([F:49])[CH2:22][C:23]([NH:25][CH2:26][C:27]1[CH:32]=[CH:31][C:30](/[CH:33]=[CH:34]/[CH:35]([C:40]2[CH:45]=[C:44]([Cl:46])[C:43]([Cl:47])=[C:42]([Cl:48])[CH:41]=2)[C:36]([F:39])([F:38])[F:37])=[CH:29][CH:28]=1)=[O:24]. The catalyst is CS(C)=O. The product is [F:49][C:21]([F:20])([F:50])[CH2:22][C:23]([NH:25][CH2:26][C:27]1[CH:32]=[CH:31][C:30](/[CH:33]=[CH:34]\[CH:35]([C:40]2[CH:41]=[C:42]([Cl:48])[C:43]([Cl:47])=[C:44]([Cl:46])[CH:45]=2)[C:36]([F:37])([F:38])[F:39])=[CH:29][CH:28]=1)=[O:24]. The yield is 0.0800. (6) The reactants are Cl[C:2]1[C:15]2[C:6](=[N:7][C:8]3[C:9]4[CH:19]=[C:18]([CH3:20])[CH:17]=[C:16]([CH3:21])[C:10]=4[CH2:11][CH2:12][C:13]=3[CH:14]=2)[CH:5]=[CH:4][CH:3]=1.[CH2:22](B(O)O)[CH:23]([CH3:25])[CH3:24]. The catalyst is C1(C)C=CC=CC=1.C1C=CC(/C=C/C(/C=C/C2C=CC=CC=2)=O)=CC=1.C1C=CC(/C=C/C(/C=C/C2C=CC=CC=2)=O)=CC=1.C1C=CC(/C=C/C(/C=C/C2C=CC=CC=2)=O)=CC=1.[Pd].[Pd].C1(P(C2CCCCC2)C2C=CC=CC=2C2C(OC)=CC=CC=2OC)CCCCC1. The product is [CH2:22]([C:2]1[C:15]2[C:6](=[N:7][C:8]3[C:9]4[CH:19]=[C:18]([CH3:20])[CH:17]=[C:16]([CH3:21])[C:10]=4[CH2:11][CH2:12][C:13]=3[CH:14]=2)[CH:5]=[CH:4][CH:3]=1)[CH:23]([CH3:25])[CH3:24]. The yield is 0.996. (7) The reactants are [N:1]1[CH:6]=[CH:5][CH:4]=[C:3]([NH:7][C:8](=[O:10])[O-])[N:2]=1.Cl.Cl.[C:13]1([C:19]2[CH:24]=[C:23]([N:25]3[CH2:30][CH2:29][NH:28][CH2:27][CH2:26]3)[CH:22]=[CH:21][N:20]=2)[CH:18]=[CH:17][CH:16]=[CH:15][CH:14]=1. No catalyst specified. The product is [C:13]1([C:19]2[CH:24]=[C:23]([N:25]3[CH2:30][CH2:29][N:28]([C:8]([NH:7][C:3]4[N:2]=[N:1][CH:6]=[CH:5][CH:4]=4)=[O:10])[CH2:27][CH2:26]3)[CH:22]=[CH:21][N:20]=2)[CH:14]=[CH:15][CH:16]=[CH:17][CH:18]=1. The yield is 0.330.